This data is from Merck oncology drug combination screen with 23,052 pairs across 39 cell lines. The task is: Regression. Given two drug SMILES strings and cell line genomic features, predict the synergy score measuring deviation from expected non-interaction effect. (1) Drug 1: C=CCn1c(=O)c2cnc(Nc3ccc(N4CCN(C)CC4)cc3)nc2n1-c1cccc(C(C)(C)O)n1. Drug 2: Cc1nc(Nc2ncc(C(=O)Nc3c(C)cccc3Cl)s2)cc(N2CCN(CCO)CC2)n1. Cell line: OVCAR3. Synergy scores: synergy=52.8. (2) Drug 1: COC1=C2CC(C)CC(OC)C(O)C(C)C=C(C)C(OC(N)=O)C(OC)C=CC=C(C)C(=O)NC(=CC1=O)C2=O. Drug 2: CNC(=O)c1cc(Oc2ccc(NC(=O)Nc3ccc(Cl)c(C(F)(F)F)c3)cc2)ccn1. Cell line: MDAMB436. Synergy scores: synergy=-17.6.